This data is from NCI-60 drug combinations with 297,098 pairs across 59 cell lines. The task is: Regression. Given two drug SMILES strings and cell line genomic features, predict the synergy score measuring deviation from expected non-interaction effect. (1) Drug 1: CC1=C(C(=CC=C1)Cl)NC(=O)C2=CN=C(S2)NC3=CC(=NC(=N3)C)N4CCN(CC4)CCO. Drug 2: C(CCl)NC(=O)N(CCCl)N=O. Cell line: 786-0. Synergy scores: CSS=10.5, Synergy_ZIP=-2.62, Synergy_Bliss=-0.187, Synergy_Loewe=-0.873, Synergy_HSA=1.73. (2) Drug 1: CC12CCC(CC1=CCC3C2CCC4(C3CC=C4C5=CN=CC=C5)C)O. Drug 2: C1C(C(OC1N2C=NC3=C2NC=NCC3O)CO)O. Cell line: SK-MEL-28. Synergy scores: CSS=4.25, Synergy_ZIP=2.49, Synergy_Bliss=5.38, Synergy_Loewe=0.875, Synergy_HSA=2.72. (3) Drug 1: CCCCC(=O)OCC(=O)C1(CC(C2=C(C1)C(=C3C(=C2O)C(=O)C4=C(C3=O)C=CC=C4OC)O)OC5CC(C(C(O5)C)O)NC(=O)C(F)(F)F)O. Drug 2: C1CNP(=O)(OC1)N(CCCl)CCCl. Cell line: OVCAR-8. Synergy scores: CSS=41.1, Synergy_ZIP=-7.90, Synergy_Bliss=-12.5, Synergy_Loewe=-48.3, Synergy_HSA=-13.4. (4) Drug 1: CC(CN1CC(=O)NC(=O)C1)N2CC(=O)NC(=O)C2. Drug 2: CC1=C(C(=CC=C1)Cl)NC(=O)C2=CN=C(S2)NC3=CC(=NC(=N3)C)N4CCN(CC4)CCO. Cell line: SF-539. Synergy scores: CSS=16.8, Synergy_ZIP=-4.02, Synergy_Bliss=0.203, Synergy_Loewe=-90.4, Synergy_HSA=1.40. (5) Drug 1: CC12CCC3C(C1CCC2=O)CC(=C)C4=CC(=O)C=CC34C. Drug 2: CCCS(=O)(=O)NC1=C(C(=C(C=C1)F)C(=O)C2=CNC3=C2C=C(C=N3)C4=CC=C(C=C4)Cl)F. Cell line: OVCAR-4. Synergy scores: CSS=37.0, Synergy_ZIP=2.45, Synergy_Bliss=2.28, Synergy_Loewe=-0.700, Synergy_HSA=0.440. (6) Drug 1: CC1C(C(CC(O1)OC2CC(CC3=C2C(=C4C(=C3O)C(=O)C5=C(C4=O)C(=CC=C5)OC)O)(C(=O)C)O)N)O.Cl. Cell line: MDA-MB-435. Synergy scores: CSS=3.92, Synergy_ZIP=-0.0267, Synergy_Bliss=2.85, Synergy_Loewe=-4.59, Synergy_HSA=-1.66. Drug 2: C1C(C(OC1N2C=NC(=NC2=O)N)CO)O. (7) Drug 1: C1=CN(C(=O)N=C1N)C2C(C(C(O2)CO)O)O.Cl. Drug 2: CCN(CC)CCNC(=O)C1=C(NC(=C1C)C=C2C3=C(C=CC(=C3)F)NC2=O)C. Cell line: SNB-75. Synergy scores: CSS=-2.30, Synergy_ZIP=-1.14, Synergy_Bliss=-4.19, Synergy_Loewe=-6.77, Synergy_HSA=-4.44. (8) Cell line: UACC-257. Drug 2: CCC1(C2=C(COC1=O)C(=O)N3CC4=CC5=C(C=CC(=C5CN(C)C)O)N=C4C3=C2)O.Cl. Drug 1: C1=NNC2=C1C(=O)NC=N2. Synergy scores: CSS=7.68, Synergy_ZIP=-0.943, Synergy_Bliss=1.07, Synergy_Loewe=-7.69, Synergy_HSA=0.441.